This data is from Catalyst prediction with 721,799 reactions and 888 catalyst types from USPTO. The task is: Predict which catalyst facilitates the given reaction. (1) Reactant: [F:1][C:2]1(CN)[C:7]([F:8])=[CH:6][C:5]([F:9])=[C:4]([F:10])[CH:3]1[CH2:11]N.N([O-])=[O:16].[Na+].[C:19](=[O:22])([O-])O.[Na+]. Product: [F:1][C:2]1([CH2:19][OH:22])[C:7]([F:8])=[CH:6][C:5]([F:9])=[C:4]([F:10])[CH:3]1[CH2:11][OH:16]. The catalyst class is: 86. (2) Reactant: [OH:1][CH2:2][C:3]([C@H:5]([C@@H:7]([C@H:9]([CH2:11][OH:12])[OH:10])[OH:8])[OH:6])=[O:4].[OH:13][CH2:14][C@@H:15]([C@H:17]([C@@H:19]([C@@H:21]([CH2:23][OH:24])[OH:22])[OH:20])[OH:18])[OH:16].[CH2:25]([OH:36])[C@H:26]([OH:35])[C@@H:27]([OH:34])[C@H:28]([OH:33])[C:29]([CH:31]=[O:32])=[O:30]. Product: [O:1]=[C:2]1[O:8][C@H:7]([C@H:9]([CH2:11][OH:12])[OH:10])[C:5]([OH:6])=[C:3]1[OH:4].[OH:24][CH2:23][C@@H:21]([C@H:19]([C@@H:17]([C@@H:15]([CH2:14][OH:13])[OH:16])[OH:18])[OH:20])[OH:22].[OH:32][CH2:31][C:29]([C@H:28]([C@@H:27]([C@H:26]([CH2:25][OH:36])[OH:35])[OH:34])[OH:33])=[O:30].[CH2:11]([OH:12])[C@H:9]([OH:10])[C@@H:7]([OH:8])[C@H:5]([OH:6])[C:3]([CH:2]=[O:1])=[O:4]. The catalyst class is: 610.